From a dataset of Forward reaction prediction with 1.9M reactions from USPTO patents (1976-2016). Predict the product of the given reaction. (1) Given the reactants [Br:1][C:2]1[CH:3]=[C:4]([NH:10][CH:11]=[C:12]([C:18]([O:20]CC)=O)[C:13]([O:15][CH2:16][CH3:17])=[O:14])[CH:5]=[CH:6][C:7]=1[O:8][CH3:9], predict the reaction product. The product is: [Br:1][C:2]1[CH:3]=[C:4]2[C:5]([C:18](=[O:20])[C:12]([C:13]([O:15][CH2:16][CH3:17])=[O:14])=[CH:11][NH:10]2)=[CH:6][C:7]=1[O:8][CH3:9]. (2) Given the reactants [CH2:1]([N:8]1[C:16]2[C:11](=[CH:12][C:13]([F:20])=[C:14]([N+:17]([O-:19])=[O:18])[CH:15]=2)[C:10]([C:21]([OH:23])=O)=[C:9]1[CH:24]([CH3:26])[CH3:25])[C:2]1[CH:7]=[CH:6][CH:5]=[CH:4][CH:3]=1.[F:27][C:28]1[CH:29]=[C:30]([CH:33]=[CH:34][C:35]=1[F:36])[CH2:31][NH2:32], predict the reaction product. The product is: [CH2:1]([N:8]1[C:16]2[C:11](=[CH:12][C:13]([F:20])=[C:14]([N+:17]([O-:19])=[O:18])[CH:15]=2)[C:10]([C:21]([NH:32][CH2:31][C:30]2[CH:33]=[CH:34][C:35]([F:36])=[C:28]([F:27])[CH:29]=2)=[O:23])=[C:9]1[CH:24]([CH3:25])[CH3:26])[C:2]1[CH:7]=[CH:6][CH:5]=[CH:4][CH:3]=1. (3) The product is: [Cl:12][C:7]1[CH:6]=[C:5]([CH:4]([S:18][CH2:17][CH:16]([CH3:19])[CH3:15])[C:3]([NH:20][C:21]2[CH:26]=[CH:25][CH:24]=[CH:23][N:22]=2)=[O:14])[CH:10]=[CH:9][C:8]=1[Cl:11]. Given the reactants CO[C:3](=[O:14])[CH:4](Br)[C:5]1[CH:10]=[CH:9][C:8]([Cl:11])=[C:7]([Cl:12])[CH:6]=1.[CH3:15][CH:16]([CH3:19])[CH2:17][SH:18].[NH2:20][C:21]1[CH:26]=[CH:25][CH:24]=[CH:23][N:22]=1, predict the reaction product. (4) Given the reactants Br[C:2]1[CH:3]=[C:4]([NH:10][C:11]2[CH:16]=[CH:15][C:14]([CH:17]3[CH2:20][N:19]([CH3:21])[CH2:18]3)=[CH:13][N:12]=2)[C:5](=[O:9])[N:6]([CH3:8])[CH:7]=1.[C:22]([O:25][CH2:26][C:27]1[C:32](B2OC(C)(C)C(C)(C)O2)=[CH:31][CH:30]=[CH:29][C:28]=1[N:42]1[CH2:54][CH2:53][N:45]2[C:46]3[CH2:47][CH2:48][CH2:49][CH2:50][C:51]=3[CH:52]=[C:44]2[C:43]1=[O:55])(=[O:24])[CH3:23].C([O-])([O-])=O.[Na+].[Na+], predict the reaction product. The product is: [C:22]([O:25][CH2:26][C:27]1[C:28]([N:42]2[CH2:54][CH2:53][N:45]3[C:46]4[CH2:47][CH2:48][CH2:49][CH2:50][C:51]=4[CH:52]=[C:44]3[C:43]2=[O:55])=[CH:29][CH:30]=[CH:31][C:32]=1[C:2]1[CH:3]=[C:4]([NH:10][C:11]2[CH:16]=[CH:15][C:14]([CH:17]3[CH2:20][N:19]([CH3:21])[CH2:18]3)=[CH:13][N:12]=2)[C:5](=[O:9])[N:6]([CH3:8])[CH:7]=1)(=[O:24])[CH3:23]. (5) The product is: [CH2:1]([C:3]1[N:15]=[C:6]2[C:7]([C:11]3([CH2:12][CH3:13])[O:18][CH2:17][CH2:16][O:14]3)=[CH:8][CH:9]=[CH:10][N:5]2[N:4]=1)[CH3:2]. Given the reactants [CH2:1]([C:3]1[N:15]=[C:6]2[C:7]([C:11](=[O:14])[CH2:12][CH3:13])=[CH:8][CH:9]=[CH:10][N:5]2[N:4]=1)[CH3:2].[CH2:16](O)[CH2:17][OH:18].C(=O)([O-])O.[Na+], predict the reaction product. (6) Given the reactants ClC1C=CC(Cl)=CC=1SCC(O)=O.[F:14][C:15]1[CH:20]=[CH:19][C:18]([SH:21])=[CH:17][CH:16]=1.[OH-].[K+].Br[CH2:25][CH2:26][CH2:27][CH2:28][CH2:29][C:30]([O:32]CC)=[O:31], predict the reaction product. The product is: [F:14][C:15]1[CH:20]=[CH:19][C:18]([S:21][CH2:25][CH2:26][CH2:27][CH2:28][CH2:29][C:30]([OH:32])=[O:31])=[CH:17][CH:16]=1.